Task: Predict the reactants needed to synthesize the given product.. Dataset: Full USPTO retrosynthesis dataset with 1.9M reactions from patents (1976-2016) (1) Given the product [Br:8][C:4]1[N:3]=[C:2]([N:12]2[CH2:11][CH2:10][N:9]([C:15]([O:17][C:18]([CH3:21])([CH3:20])[CH3:19])=[O:16])[CH2:14][CH2:13]2)[CH:7]=[CH:6][CH:5]=1, predict the reactants needed to synthesize it. The reactants are: Br[C:2]1[CH:7]=[CH:6][CH:5]=[C:4]([Br:8])[N:3]=1.[N:9]1([C:15]([O:17][C:18]([CH3:21])([CH3:20])[CH3:19])=[O:16])[CH2:14][CH2:13][NH:12][CH2:11][CH2:10]1.C(=O)([O-])[O-].[K+].[K+].O. (2) Given the product [OH:9][CH2:8][CH2:7][O:6][C:5]1[CH:10]=[CH:11][C:2]([C:20]2[CH:21]=[CH:22][C:17]([C:14]([OH:16])=[O:15])=[CH:18][CH:19]=2)=[C:3]([CH3:13])[C:4]=1[CH3:12], predict the reactants needed to synthesize it. The reactants are: Br[C:2]1[CH:11]=[CH:10][C:5]([O:6][CH2:7][CH2:8][OH:9])=[C:4]([CH3:12])[C:3]=1[CH3:13].[C:14]([C:17]1[CH:22]=[CH:21][C:20](B(O)O)=[CH:19][CH:18]=1)([OH:16])=[O:15].[F-].[Cs+].